Dataset: Forward reaction prediction with 1.9M reactions from USPTO patents (1976-2016). Task: Predict the product of the given reaction. (1) Given the reactants [S:1]([C:5]1[CH:11]=[CH:10][C:8]([CH3:9])=[CH:7][CH:6]=1)([O-:4])(=[O:3])=[O:2], predict the reaction product. The product is: [OH2:2].[S:1]([C:5]1[CH:11]=[CH:10][C:8]([CH3:9])=[CH:7][CH:6]=1)([OH:4])(=[O:3])=[O:2]. (2) Given the reactants [CH3:1]/[C:2](=[CH:6]\[CH3:7])/[C:3](=[O:5])[CH3:4].CCN(CC)CC.[Si:15](OS(C(F)(F)F)(=O)=O)([CH2:20][CH3:21])([CH2:18][CH3:19])[CH2:16][CH3:17].C([O-])(O)=O.[Na+], predict the reaction product. The product is: [CH2:16]([Si:15]([CH2:20][CH3:21])([CH2:18][CH3:19])[O:5][C:3](/[C:2](/[CH3:1])=[CH:6]/[CH3:7])=[CH2:4])[CH3:17].